Dataset: Forward reaction prediction with 1.9M reactions from USPTO patents (1976-2016). Task: Predict the product of the given reaction. Given the reactants [N:1]([CH2:4][CH:5]1[CH2:9][C:8]2[CH:10]=[CH:11][CH:12]=[C:13]([C:14]3[CH:19]=[CH:18][CH:17]=[CH:16][C:15]=3[Cl:20])[C:7]=2[O:6]1)=[N+]=[N-], predict the reaction product. The product is: [Cl:20][C:15]1[CH:16]=[CH:17][CH:18]=[CH:19][C:14]=1[C:13]1[C:7]2[O:6][CH:5]([CH2:4][NH2:1])[CH2:9][C:8]=2[CH:10]=[CH:11][CH:12]=1.